This data is from Forward reaction prediction with 1.9M reactions from USPTO patents (1976-2016). The task is: Predict the product of the given reaction. (1) Given the reactants [CH3:1][N:2]([CH2:12][CH2:13][N:14]1[CH2:19][CH2:18][O:17][CH2:16][CH2:15]1)[C:3]1[CH:8]=[CH:7][C:6]([N+:9]([O-])=O)=[CH:5][CH:4]=1.C(O)(C(F)(F)F)=O, predict the reaction product. The product is: [CH3:1][N:2]([CH2:12][CH2:13][N:14]1[CH2:19][CH2:18][O:17][CH2:16][CH2:15]1)[C:3]1[CH:8]=[CH:7][C:6]([NH2:9])=[CH:5][CH:4]=1. (2) The product is: [NH2:3][C:4]1[N:5]=[CH:6][C:7]([C:21]2[CH:26]=[CH:25][N:24]=[C:23]([C:27]3([C:33]#[N:34])[CH2:32][CH2:31][CH2:30][N:29]([CH3:35])[CH2:28]3)[CH:22]=2)=[N:8][C:9]=1[C:10]1[O:14][N:13]=[C:12]([C:15]2[CH:20]=[CH:19][CH:18]=[CH:17][CH:16]=2)[CH:11]=1. Given the reactants IC.[NH2:3][C:4]1[N:5]=[CH:6][C:7]([C:21]2[CH:26]=[CH:25][N:24]=[C:23]([C:27]3([C:33]#[N:34])[CH2:32][CH2:31][CH2:30][NH:29][CH2:28]3)[CH:22]=2)=[N:8][C:9]=1[C:10]1[O:14][N:13]=[C:12]([C:15]2[CH:20]=[CH:19][CH:18]=[CH:17][CH:16]=2)[CH:11]=1.[CH2:35](N(CC)CC)C, predict the reaction product. (3) Given the reactants C1(C)C=CC(S(OS(C2C=CC(C)=CC=2)(=O)=O)(=O)=O)=CC=1.C1(C)C=CC(S([O-])(=O)=O)=CC=1.[Na+].[F:34][C:35]1[CH:40]=[CH:39][C:38]([CH:41]([N:43]2[CH2:48][CH2:47][CH2:46][CH:45]([CH:49](O)[C:50]3[CH:55]=[CH:54][C:53]([N:56]4[CH:60]=[C:59]([CH3:61])[N:58]=[CH:57]4)=[C:52]([O:62][CH3:63])[CH:51]=3)[C:44]2=[O:65])[CH3:42])=[CH:37][CH:36]=1.[OH-].[Na+], predict the reaction product. The product is: [F:34][C:35]1[CH:40]=[CH:39][C:38]([C@@H:41]([N:43]2[CH2:48][CH2:47][CH2:46]/[C:45](=[CH:49]\[C:50]3[CH:55]=[CH:54][C:53]([N:56]4[CH:60]=[C:59]([CH3:61])[N:58]=[CH:57]4)=[C:52]([O:62][CH3:63])[CH:51]=3)/[C:44]2=[O:65])[CH3:42])=[CH:37][CH:36]=1. (4) Given the reactants [Br:1][C:2]1[C:10]2[C:9](=[O:11])[NH:8][N:7]=[C:6]([C:12]3[CH:17]=[CH:16][N:15]=[CH:14][CH:13]=3)[C:5]=2[S:4][CH:3]=1.[N:18]1[CH:23]=[CH:22][CH:21]=[CH:20][C:19]=1[CH2:24][CH2:25]O, predict the reaction product. The product is: [Br:1][C:2]1[C:10]2[C:9](=[O:11])[N:8]([CH2:25][CH2:24][C:19]3[CH:20]=[CH:21][CH:22]=[CH:23][N:18]=3)[N:7]=[C:6]([C:12]3[CH:17]=[CH:16][N:15]=[CH:14][CH:13]=3)[C:5]=2[S:4][CH:3]=1. (5) Given the reactants [NH2:1][C:2]1[CH:12]=[CH:11][C:5]2[N:6]([CH3:10])[C:7](=[O:9])[O:8][C:4]=2[CH:3]=1.C(O[CH:16]=[C:17]([C:23](=[O:30])[NH:24][C:25](OCC)=[O:26])[C:18]([O:20][CH2:21][CH3:22])=[O:19])C.CC(C)([O-])C.[K+].Cl, predict the reaction product. The product is: [CH3:10][N:6]1[C:5]2[CH:11]=[CH:12][C:2]([N:1]3[CH:16]=[C:17]([C:18]([O:20][CH2:21][CH3:22])=[O:19])[C:23](=[O:30])[NH:24][C:25]3=[O:26])=[CH:3][C:4]=2[O:8][C:7]1=[O:9]. (6) Given the reactants [F:1][C:2]([F:40])([F:39])[C:3]1[CH:4]=[C:5]([C@H:13]2[O:17][C:16](=[O:18])[N:15]([CH2:19][C:20]3[CH:25]=[C:24]([C:26]([F:29])([F:28])[F:27])[CH:23]=[CH:22][C:21]=3[C:30]3[CH:35]=[C:34](Br)[CH:33]=[CH:32][C:31]=3[F:37])[C@H:14]2[CH3:38])[CH:6]=[C:7]([C:9]([F:12])([F:11])[F:10])[CH:8]=1.[CH3:41][C:42]1[CH:47]=[CH:46][CH:45]=[CH:44][C:43]=1B(O)O.[OH-].[K+], predict the reaction product. The product is: [F:1][C:2]([F:40])([F:39])[C:3]1[CH:4]=[C:5]([C@H:13]2[O:17][C:16](=[O:18])[N:15]([CH2:19][C:20]3[CH:25]=[C:24]([C:26]([F:29])([F:28])[F:27])[CH:23]=[CH:22][C:21]=3[C:30]3[C:31]([F:37])=[CH:32][CH:33]=[C:34]([C:43]4[CH:44]=[CH:45][CH:46]=[CH:47][C:42]=4[CH3:41])[CH:35]=3)[C@H:14]2[CH3:38])[CH:6]=[C:7]([C:9]([F:12])([F:11])[F:10])[CH:8]=1.